This data is from Catalyst prediction with 721,799 reactions and 888 catalyst types from USPTO. The task is: Predict which catalyst facilitates the given reaction. (1) Reactant: [CH2:1]([C:4]1[C:12]2[N:11]=[C:10]([CH2:13][O:14][C:15]3[CH:20]=[CH:19][C:18]([Cl:21])=[CH:17][CH:16]=3)[N:9](S(C(F)(F)F)(=O)=O)[C:8]=2[CH:7]=[CH:6][CH:5]=1)[CH:2]=[CH2:3].C(=O)([O-])[O-].[K+].[K+]. Product: [CH2:1]([C:4]1[C:12]2[NH:11][C:10]([CH2:13][O:14][C:15]3[CH:16]=[CH:17][C:18]([Cl:21])=[CH:19][CH:20]=3)=[N:9][C:8]=2[CH:7]=[CH:6][CH:5]=1)[CH:2]=[CH2:3]. The catalyst class is: 5. (2) Reactant: [O:1]1[CH2:4][CH:3]([NH2:5])[CH2:2]1.S=[C:7]1[CH2:11][S:10][C:9](=[O:12])[NH:8]1. Product: [O:1]1[CH2:4][CH:3]([NH:5][C:7]2[CH2:11][S:10][C:9](=[O:12])[N:8]=2)[CH2:2]1. The catalyst class is: 8. (3) Reactant: [Cl:1][C:2]1[CH:3]=[C:4]([CH:21]([O:23][CH2:24][C:25]2([C:38]3[CH:43]=[CH:42][C:41]([F:44])=[CH:40][CH:39]=3)[CH2:30][CH2:29][N:28]([C:31](OC(C)(C)C)=O)[CH2:27][CH2:26]2)[CH3:22])[C:5]2[N:9]([CH2:10][O:11][CH2:12][CH2:13][Si:14]([CH3:17])([CH3:16])[CH3:15])[C:8](=[O:18])[N:7]([CH3:19])[C:6]=2[CH:20]=1.ClC1C=C(C(OCC2(C3C=CC(F)=CC=3)CCN(C(OC(C)(C)C)=O)CC2)C)C2N(C)C(=O)N(C[O:57][CH2:58][CH2:59][Si:60]([CH3:63])([CH3:62])[CH3:61])C=2C=1.ClC1C=C(C(OCC2(C3C=CC(F)=CC=3)CCN(C(OC(C)(C)C)=O)CC2)C)C2NC(=O)N(COCC[Si](C)(C)C)C=2C=1.ClC1C=C(C(OCC2(C3C=CC(F)=CC=3)CCN(C(OC(C)(C)C)=O)CC2)C)C2N(COCC[Si](C)(C)C)C(=O)NC=2C=1.[H-].[Na+].IC. Product: [Cl:1][C:2]1[CH:3]=[C:4]([CH:21]([O:23][CH2:24][C:25]2([C:38]3[CH:39]=[CH:40][C:41]([F:44])=[CH:42][CH:43]=3)[CH2:26][CH2:27][N:28]([CH3:31])[CH2:29][CH2:30]2)[CH3:22])[C:5]2[N:9]([CH2:10][O:11][CH2:12][CH2:13][Si:14]([CH3:16])([CH3:17])[CH3:15])[C:8](=[O:18])[N:7]([CH2:19][O:57][CH2:58][CH2:59][Si:60]([CH3:63])([CH3:62])[CH3:61])[C:6]=2[CH:20]=1. The catalyst class is: 9. (4) Reactant: [F:1][C:2]1[CH:7]=[C:6]([N:8]2[C:16]3[C:11](=[CH:12][CH:13]=[CH:14][CH:15]=3)[CH:10]=[C:9]2[CH3:17])[CH:5]=[CH:4][C:3]=1[C:18]([N:20]1[CH2:25][CH2:24][N:23]([C:26]([C:28]2([NH:31]C(=O)OC(C)(C)C)[CH2:30][CH2:29]2)=[O:27])[CH2:22][CH2:21]1)=[O:19].FC(F)(F)C(O)=O. The catalyst class is: 4. Product: [NH2:31][C:28]1([C:26]([N:23]2[CH2:24][CH2:25][N:20]([C:18]([C:3]3[CH:4]=[CH:5][C:6]([N:8]4[C:16]5[C:11](=[CH:12][CH:13]=[CH:14][CH:15]=5)[CH:10]=[C:9]4[CH3:17])=[CH:7][C:2]=3[F:1])=[O:19])[CH2:21][CH2:22]2)=[O:27])[CH2:29][CH2:30]1. (5) The catalyst class is: 9. Reactant: [N:1]1[CH:6]=[CH:5][CH:4]=[CH:3][C:2]=1[C:7](O)=O.C(N1C=CN=C1)(N1C=CN=C1)=O.[CH3:22][NH:23][C:24](=[S:27])[NH:25][NH2:26].O. Product: [CH3:22][N:23]1[C:7]([C:2]2[CH:3]=[CH:4][CH:5]=[CH:6][N:1]=2)=[N:26][N:25]=[C:24]1[SH:27].